Dataset: Full USPTO retrosynthesis dataset with 1.9M reactions from patents (1976-2016). Task: Predict the reactants needed to synthesize the given product. (1) Given the product [ClH:27].[CH3:1][O:2][C:3](=[O:26])[C@H:4]([NH:6][C:7](=[O:25])[C@@H:8]([NH2:17])[CH2:9][C:10]1[N:11]([CH3:16])[N:12]=[C:13]([CH3:15])[CH:14]=1)[CH3:5], predict the reactants needed to synthesize it. The reactants are: [CH3:1][O:2][C:3](=[O:26])[C@H:4]([NH:6][C:7](=[O:25])[C@@H:8]([NH:17]C(OC(C)(C)C)=O)[CH2:9][C:10]1[N:11]([CH3:16])[N:12]=[C:13]([CH3:15])[CH:14]=1)[CH3:5].[ClH:27]. (2) Given the product [Cl:1][C:2]1[N:7]=[C:6]([S:8][CH3:9])[N:5]=[C:4]([N:10]([C:12]([O:14][C:15]([CH3:18])([CH3:17])[CH3:16])=[O:11])[C:12]([O:14][C:15]([CH3:18])([CH3:17])[CH3:16])=[O:11])[CH:3]=1, predict the reactants needed to synthesize it. The reactants are: [Cl:1][C:2]1[N:7]=[C:6]([S:8][CH3:9])[N:5]=[C:4]([NH2:10])[CH:3]=1.[O:11](C(OC(C)(C)C)=O)[C:12]([O:14][C:15]([CH3:18])([CH3:17])[CH3:16])=O. (3) Given the product [CH3:14][S:13][C:10]1[CH:11]=[CH:12][C:7]([B:17]([OH:18])[OH:16])=[CH:8][CH:9]=1, predict the reactants needed to synthesize it. The reactants are: [Li]CCCC.Br[C:7]1[CH:12]=[CH:11][C:10]([S:13][CH3:14])=[CH:9][CH:8]=1.C[O:16][B:17](OC)[O:18]C.[OH-].[Na+]. (4) Given the product [CH2:12]([NH:6][C@@H:5]([C:1]([CH3:4])([CH3:3])[CH3:2])[CH2:9][F:19])[C:13]1[CH:18]=[CH:17][CH:16]=[CH:15][CH:14]=1, predict the reactants needed to synthesize it. The reactants are: [C:1]([C@H:5]1[CH2:9]OS(=O)(=O)[N:6]1[CH2:12][C:13]1[CH:18]=[CH:17][CH:16]=[CH:15][CH:14]=1)([CH3:4])([CH3:3])[CH3:2].[F-:19].C([N+](CCCC)(CCCC)CCCC)CCC.